Dataset: Peptide-MHC class II binding affinity with 134,281 pairs from IEDB. Task: Regression. Given a peptide amino acid sequence and an MHC pseudo amino acid sequence, predict their binding affinity value. This is MHC class II binding data. The peptide sequence is GGVFHTMWHVTRGAF. The MHC is DRB4_0103 with pseudo-sequence DRB4_0103. The binding affinity (normalized) is 0.851.